Predict the reaction yield, written as a fraction of the theoretical maximum amount of product (1.0 means a 100% yield; for example, 0.34 means a 34% yield). From a dataset of Reaction yield outcomes from USPTO patents with 853,638 reactions. The reactants are CON(C)[C:4]([C@@H:6]1[CH2:10][CH2:9][CH2:8][N:7]1[C:11]([O:13][C:14]([CH3:17])([CH3:16])[CH3:15])=[O:12])=[O:5].Br[Mg][C:21]1[CH:26]=[CH:25][C:24]([CH3:27])=[C:23]([F:28])[CH:22]=1.C([O-])(=O)CC(CC([O-])=O)(C([O-])=O)O. The catalyst is O1CCCC1. The product is [F:28][C:23]1[CH:22]=[C:21]([CH:26]=[CH:25][C:24]=1[CH3:27])[C:4]([C@@H:6]1[CH2:10][CH2:9][CH2:8][N:7]1[C:11]([O:13][C:14]([CH3:15])([CH3:16])[CH3:17])=[O:12])=[O:5]. The yield is 0.480.